From a dataset of Reaction yield outcomes from USPTO patents with 853,638 reactions. Predict the reaction yield, written as a fraction of the theoretical maximum amount of product (1.0 means a 100% yield; for example, 0.34 means a 34% yield). (1) The reactants are [C:1]([C:3]1[CH:8]=[CH:7][C:6](B(O)O)=[CH:5][CH:4]=1)#[N:2].Br[C:13]1[CH:18]=[CH:17][C:16]([OH:19])=[C:15]([Cl:20])[CH:14]=1. No catalyst specified. The product is [Cl:20][C:15]1[CH:14]=[C:13]([C:6]2[CH:7]=[CH:8][C:3]([C:1]#[N:2])=[CH:4][CH:5]=2)[CH:18]=[CH:17][C:16]=1[OH:19]. The yield is 0.620. (2) The reactants are [NH2:1][C:2]1[CH:7]=[CH:6][CH:5]=[CH:4][CH:3]=1.C(#N)C.N(OC(C)(C)C)=O.[Si]([N:22]=[N+:23]=[N-])(C)(C)C. No catalyst specified. The product is [N:1]([C:2]1[CH:7]=[CH:6][CH:5]=[CH:4][CH:3]=1)=[N+:22]=[N-:23]. The yield is 0.780. (3) The reactants are Br[C:2]1[CH:10]=[C:9]2[C:5]([CH:6]=[CH:7][N:8]2[CH:11]([CH3:13])[CH3:12])=[CH:4][CH:3]=1.CC(C)([O-])C.[Na+].P.[CH3:21][N:22]1[CH2:27][CH2:26][NH:25][CH2:24][CH2:23]1. The catalyst is C1(C)C(C)=CC=CC=1.ClCCl.C/C(/[O-])=C/C(C)=O.C/C(/[O-])=C/C(C)=O.[Pd+2]. The product is [CH:11]([N:8]1[C:9]2[C:5](=[CH:4][CH:3]=[C:2]([CH:23]3[CH2:24][NH:25][CH2:26][CH2:27][N:22]3[CH3:21])[CH:10]=2)[CH:6]=[CH:7]1)([CH3:13])[CH3:12]. The yield is 0.440. (4) The reactants are [Cl:1][C:2]1[CH:7]=[CH:6][CH:5]=[C:4]([Cl:8])[C:3]=1[CH2:9][CH2:10][C:11]1[C:15]([CH2:16][O:17][C:18]2[CH:23]=[CH:22][C:21]([C:24]3[CH:25]=[C:26]4[C:31](=[CH:32][CH:33]=3)[C:30]([C:34]([O:36]CC)=[O:35])=[CH:29][CH:28]=[CH:27]4)=[CH:20][CH:19]=2)=[C:14]([CH:39]([CH3:41])[CH3:40])[O:13][N:12]=1.C(O)C.[OH-].[Na+]. The catalyst is O1CCCC1. The product is [Cl:1][C:2]1[CH:7]=[CH:6][CH:5]=[C:4]([Cl:8])[C:3]=1[CH2:9][CH2:10][C:11]1[C:15]([CH2:16][O:17][C:18]2[CH:19]=[CH:20][C:21]([C:24]3[CH:25]=[C:26]4[C:31](=[CH:32][CH:33]=3)[C:30]([C:34]([OH:36])=[O:35])=[CH:29][CH:28]=[CH:27]4)=[CH:22][CH:23]=2)=[C:14]([CH:39]([CH3:41])[CH3:40])[O:13][N:12]=1. The yield is 0.838. (5) The yield is 0.700. The reactants are [H-].[Na+].[Br:3][C:4]1[CH:5]=[CH:6][C:7]([O:13][CH2:14][CH2:15]Br)=[C:8]([C:10](=[O:12])[CH3:11])[CH:9]=1. The product is [Br:3][C:4]1[CH:5]=[CH:6][C:7]2[O:13][CH2:14][CH2:15][CH2:11][C:10](=[O:12])[C:8]=2[CH:9]=1. The catalyst is C1COCC1. (6) The reactants are [CH2:1]1[C:6]2[NH:7][C:8]3[C:13]([C:5]=2[CH2:4][CH2:3][NH:2]1)=[CH:12][CH:11]=[CH:10][CH:9]=3.[CH3:14][C:15]([CH3:20])([CH3:19])[C:16](Cl)=[O:17].C(N(CC)CC)C. The catalyst is C(Cl)Cl. The product is [CH3:14][C:15]([CH3:20])([CH3:19])[C:16]([N:2]1[CH2:3][CH2:4][C:5]2[C:13]3[C:8](=[CH:9][CH:10]=[CH:11][CH:12]=3)[NH:7][C:6]=2[CH2:1]1)=[O:17]. The yield is 0.940. (7) The reactants are [C:1]1([C:12]2[CH:17]=[CH:16][CH:15]=[CH:14][CH:13]=2)[CH:6]=[CH:5][CH:4]=[C:3]([CH2:7][C:8](Cl)=[N:9][OH:10])[CH:2]=1.O1CCCC1.[C:23]([C:25]1[C:26]([NH2:31])=[N:27][CH:28]=[CH:29][CH:30]=1)#[CH:24].C(N(CC)CC)C. The catalyst is O. The product is [C:1]1([C:12]2[CH:17]=[CH:16][CH:15]=[CH:14][CH:13]=2)[CH:6]=[CH:5][CH:4]=[C:3]([CH2:7][C:8]2[CH:24]=[C:23]([C:25]3[C:26]([NH2:31])=[N:27][CH:28]=[CH:29][CH:30]=3)[O:10][N:9]=2)[CH:2]=1. The yield is 0.340. (8) The reactants are [C:1]([C:5]1[CH:9]=[C:8]([NH2:10])[N:7]([C:11]2[CH:16]=[CH:15][CH:14]=[C:13]([CH2:17][N:18]=[N+]=[N-])[CH:12]=2)[N:6]=1)([CH3:4])([CH3:3])[CH3:2].[Cl:21][C:22]1[CH:27]=[CH:26][C:25]([N:28]=[C:29]=[O:30])=[CH:24][CH:23]=1.N1C=CC=CC=1.O. The catalyst is C1COCC1. The product is [C:1]([C:5]1[CH:9]=[C:8]([NH:10][C:29]([NH:28][C:25]2[CH:26]=[CH:27][C:22]([Cl:21])=[CH:23][CH:24]=2)=[O:30])[N:7]([C:11]2[CH:16]=[CH:15][CH:14]=[C:13]([CH2:17][NH2:18])[CH:12]=2)[N:6]=1)([CH3:4])([CH3:3])[CH3:2]. The yield is 0.970. (9) The reactants are CS(O[CH:6]1[CH2:9][N:8]([CH:10]([C:17]2[CH:22]=[CH:21][CH:20]=[CH:19][CH:18]=2)[C:11]2[CH:16]=[CH:15][CH:14]=[CH:13][CH:12]=2)[CH2:7]1)(=O)=O.C(N(CC)CC)C.[NH:30]1[CH2:40][CH2:39][CH:33]([C:34]([O:36][CH2:37][CH3:38])=[O:35])[CH2:32][CH2:31]1. The catalyst is CN(C)C=O. The product is [CH:10]([N:8]1[CH2:9][CH:6]([N:30]2[CH2:40][CH2:39][CH:33]([C:34]([O:36][CH2:37][CH3:38])=[O:35])[CH2:32][CH2:31]2)[CH2:7]1)([C:17]1[CH:22]=[CH:21][CH:20]=[CH:19][CH:18]=1)[C:11]1[CH:16]=[CH:15][CH:14]=[CH:13][CH:12]=1. The yield is 0.660. (10) The yield is 0.324. The reactants are C(=O)([O-])[O-].[K+].[K+].[CH3:7][O:8][CH2:9][N:10]=[C:11]=[S:12].[C:13]([C:15]1[CH:20]=[CH:19][C:18]([O:21][C:22]2[CH:26]=[C:25]([CH3:27])[NH:24][N:23]=2)=[C:17]([C:28]([F:31])([F:30])[F:29])[CH:16]=1)#[N:14].Cl. The product is [CH3:7][O:8][CH2:9][NH:10][C:11]([N:24]1[C:25]([CH3:27])=[CH:26][C:22]([O:21][C:18]2[CH:19]=[CH:20][C:15]([C:13]#[N:14])=[CH:16][C:17]=2[C:28]([F:29])([F:30])[F:31])=[N:23]1)=[S:12]. The catalyst is C(OCC)(=O)C.